From a dataset of Full USPTO retrosynthesis dataset with 1.9M reactions from patents (1976-2016). Predict the reactants needed to synthesize the given product. (1) Given the product [C:11]([CH2:10][C:7]1[O:6][C:5]([C:3]([OH:4])=[O:2])=[CH:9][CH:8]=1)([OH:13])=[O:12], predict the reactants needed to synthesize it. The reactants are: C[O:2][C:3]([C:5]1[O:6][C:7]([CH2:10][C:11]([O:13]C)=[O:12])=[CH:8][CH:9]=1)=[O:4].[OH-].[Na+]. (2) Given the product [C:17]([C:19]1[CH:13]([C:9]2[CH:10]=[C:11]([F:12])[C:2]([F:1])=[C:3]3[C:8]=2[O:7][C:6]([CH3:15])=[CH:5][C:4]3=[O:16])[C:26]([C:27]([O:29][CH2:30][CH2:31][CH3:32])=[O:28])=[C:25]([CH3:33])[NH:24][C:20]=1[CH3:21])#[N:18], predict the reactants needed to synthesize it. The reactants are: [F:1][C:2]1[C:11]([F:12])=[CH:10][C:9]([CH:13]=O)=[C:8]2[C:3]=1[C:4](=[O:16])[CH:5]=[C:6]([CH3:15])[O:7]2.[C:17]([CH:19]=[C:20]([O-])[CH3:21])#[N:18].[Na+].[NH2:24]/[C:25](/[CH3:33])=[CH:26]\[C:27]([O:29][CH2:30][CH2:31][CH3:32])=[O:28].C(O)(=O)C. (3) The reactants are: [Cl:1][C:2]1[CH:15]=[CH:14][C:5]([C:6]([NH:8][CH2:9][CH:10]2[CH2:13][CH2:12][CH2:11]2)=[O:7])=[CH:4][N:3]=1.Cl.[CH:17]1(CN)CCCC1. Given the product [Cl:1][C:2]1[CH:15]=[CH:14][C:5]([C:6]([NH:8][CH2:9][CH:10]2[CH2:13][CH2:12][CH2:11][CH2:17]2)=[O:7])=[CH:4][N:3]=1, predict the reactants needed to synthesize it.